Dataset: Forward reaction prediction with 1.9M reactions from USPTO patents (1976-2016). Task: Predict the product of the given reaction. (1) The product is: [CH2:36]([C:17]1([S:19]([C:22]2[CH:27]=[CH:26][CH:25]=[CH:24][CH:23]=2)(=[O:21])=[O:20])[C:16]2[CH:28]=[C:29]([C:32]([O:34][CH3:35])=[O:33])[CH:30]=[CH:31][C:15]=2[O:14][CH2:13][C:12](=[CH2:11])[CH2:18]1)[CH3:37]. Given the reactants C[Si]([N-][Si](C)(C)C)(C)C.[Li+].[CH2:11]=[C:12]1[CH2:18][CH:17]([S:19]([C:22]2[CH:27]=[CH:26][CH:25]=[CH:24][CH:23]=2)(=[O:21])=[O:20])[C:16]2[CH:28]=[C:29]([C:32]([O:34][CH3:35])=[O:33])[CH:30]=[CH:31][C:15]=2[O:14][CH2:13]1.[CH2:36](Br)[CH3:37].Cl, predict the reaction product. (2) Given the reactants [ClH:1].Cl.N[C@H]1CCN(C(C2C3C(=CC=CC=3)C=CC=2)CC2(O)CCCCC2)C1.[OH:28][C:29]1([CH:35]([C:51]2[C:60]3[C:55](=[CH:56][CH:57]=[CH:58][CH:59]=3)[CH:54]=[CH:53][CH:52]=2)[C:36]([N:38]2[CH2:42][CH2:41][C@H:40]([NH:43]C(=O)OC(C)(C)C)[CH2:39]2)=O)[CH2:34][CH2:33][CH2:32][CH2:31][CH2:30]1, predict the reaction product. The product is: [ClH:1].[ClH:1].[NH2:43][C@H:40]1[CH2:41][CH2:42][N:38]([CH2:36][CH:35]([C:29]2([OH:28])[CH2:34][CH2:33][CH2:32][CH2:31][CH2:30]2)[C:51]2[C:60]3[C:55](=[CH:56][CH:57]=[CH:58][CH:59]=3)[CH:54]=[CH:53][CH:52]=2)[CH2:39]1.